This data is from Forward reaction prediction with 1.9M reactions from USPTO patents (1976-2016). The task is: Predict the product of the given reaction. Given the reactants [F:1][C:2]1[CH:3]=[C:4]([C:12]2[C:16]([C:17]([O:19][CH3:20])=[O:18])=[C:15]([C:21]([O:23]C)=O)[O:14][N:13]=2)[CH:5]=[CH:6][C:7]=1[C:8]([F:11])([F:10])[F:9].[CH:25]1([NH2:30])[CH2:29][CH2:28][CH2:27][CH2:26]1, predict the reaction product. The product is: [CH:25]1([NH:30][C:21]([C:15]2[O:14][N:13]=[C:12]([C:4]3[CH:5]=[CH:6][C:7]([C:8]([F:10])([F:11])[F:9])=[C:2]([F:1])[CH:3]=3)[C:16]=2[C:17]([O:19][CH3:20])=[O:18])=[O:23])[CH2:29][CH2:28][CH2:27][CH2:26]1.